This data is from Catalyst prediction with 721,799 reactions and 888 catalyst types from USPTO. The task is: Predict which catalyst facilitates the given reaction. (1) The catalyst class is: 882. Reactant: C1(P(C2CCCCC2)C2C=CC=CC=2C2C(C(C)C)=CC(C(C)C)=CC=2C(C)C)CCCCC1.[O:35]1[CH2:40][CH2:39][N:38]([C:41]2[C:46]([NH2:47])=[CH:45][C:44]([N:48]3[CH2:53][CH2:52][O:51][CH2:50][CH2:49]3)=[CH:43][N:42]=2)[CH2:37][CH2:36]1.Cl[C:55]1[C:64]2[C:59](=[CH:60][C:61]([F:66])=[CH:62][C:63]=2[F:65])[N:58]=[C:57]([C:67]2[C:72]([CH3:73])=[CH:71][CH:70]=[CH:69][N:68]=2)[C:56]=1[CH3:74].CC(C)([O-])C.[Na+]. Product: [N:38]1([C:41]2[C:46]([NH:47][C:55]3[C:64]4[C:59](=[CH:60][C:61]([F:66])=[CH:62][C:63]=4[F:65])[N:58]=[C:57]([C:67]4[C:72]([CH3:73])=[CH:71][CH:70]=[CH:69][N:68]=4)[C:56]=3[CH3:74])=[CH:45][C:44]([N:48]3[CH2:49][CH2:50][O:51][CH2:52][CH2:53]3)=[CH:43][N:42]=2)[CH2:39][CH2:40][O:35][CH2:36][CH2:37]1. (2) Reactant: [CH3:1][C:2](=[O:22])[C@@H:3]1[C@:20]2([CH3:21])[C@H:6]([C@H:7]3[C@H:17]([CH2:18][CH2:19]2)[C@:15]2([CH3:16])[C@H:10]([CH2:11][CH:12]=[CH:13][CH2:14]2)[CH2:9][CH2:8]3)[CH2:5][CH2:4]1.CC(C[AlH]CC(C)C)C. Product: [CH3:1][CH:2]([OH:22])[C@@H:3]1[C@:20]2([CH3:21])[C@H:6]([C@H:7]3[C@H:17]([CH2:18][CH2:19]2)[C@:15]2([CH3:16])[C@H:10]([CH2:11][CH:12]=[CH:13][CH2:14]2)[CH2:9][CH2:8]3)[CH2:5][CH2:4]1. The catalyst class is: 4. (3) Product: [Br:18][C:4]1[C:8]([C:9]2[CH:14]=[CH:13][CH:12]=[CH:11][CH:10]=2)=[N:7][N:6]2[CH2:15][CH2:16][CH2:17][C:5]=12. Reactant: C([C:4]1[C:8]([C:9]2[CH:14]=[CH:13][CH:12]=[CH:11][CH:10]=2)=[N:7][N:6]2[CH2:15][CH2:16][CH2:17][C:5]=12)(O)=O.[Br:18]N1C(=O)CCC1=O. The catalyst class is: 474. (4) Reactant: C[O:2][CH:3](OC)[CH2:4][N:5]1[C:13]2[C:8](=[CH:9][C:10]([N:14]3[CH:19]=[CH:18][C:17]([C:20]4[CH:25]=[CH:24][C:23]([C:26]([F:29])([F:28])[F:27])=[CH:22][CH:21]=4)=[CH:16][C:15]3=[O:30])=[CH:11][CH:12]=2)[CH:7]=[N:6]1.Cl.O. Product: [O:30]=[C:15]1[CH:16]=[C:17]([C:20]2[CH:21]=[CH:22][C:23]([C:26]([F:27])([F:28])[F:29])=[CH:24][CH:25]=2)[CH:18]=[CH:19][N:14]1[C:10]1[CH:9]=[C:8]2[C:13](=[CH:12][CH:11]=1)[N:5]([CH2:4][CH:3]=[O:2])[N:6]=[CH:7]2. The catalyst class is: 1. (5) Reactant: C(O[BH-](OC(=O)C)OC(=O)C)(=O)C.[Na+].[CH3:15][N:16]([CH2:27][CH:28]=O)[C:17](=[O:26])[O:18][CH2:19][C:20]1[CH:25]=[CH:24][CH:23]=[CH:22][CH:21]=1.[CH3:30][O:31][CH2:32][CH2:33][NH:34][CH2:35][CH2:36][O:37][CH2:38][CH2:39][O:40][CH2:41][CH2:42][O:43][CH2:44][CH2:45][O:46][CH2:47][CH2:48][O:49][CH2:50][CH2:51][O:52][CH2:53][CH2:54][O:55][CH3:56].C(O)(=O)C. Product: [CH3:30][O:31][CH2:32][CH2:33][N:34]([CH2:28][CH2:27][N:16]([CH3:15])[C:17](=[O:26])[O:18][CH2:19][C:20]1[CH:21]=[CH:22][CH:23]=[CH:24][CH:25]=1)[CH2:35][CH2:36][O:37][CH2:38][CH2:39][O:40][CH2:41][CH2:42][O:43][CH2:44][CH2:45][O:46][CH2:47][CH2:48][O:49][CH2:50][CH2:51][O:52][CH2:53][CH2:54][O:55][CH3:56]. The catalyst class is: 56.